Dataset: Peptide-MHC class I binding affinity with 185,985 pairs from IEDB/IMGT. Task: Regression. Given a peptide amino acid sequence and an MHC pseudo amino acid sequence, predict their binding affinity value. This is MHC class I binding data. (1) The peptide sequence is LNISGYNYSL. The MHC is HLA-A02:01 with pseudo-sequence HLA-A02:01. The binding affinity (normalized) is 0.144. (2) The peptide sequence is EYVLNTTAR. The MHC is HLA-A68:01 with pseudo-sequence HLA-A68:01. The binding affinity (normalized) is 0.401. (3) The peptide sequence is SAICSVVRR. The MHC is HLA-A02:01 with pseudo-sequence HLA-A02:01. The binding affinity (normalized) is 0. (4) The peptide sequence is ILNSDDEQA. The MHC is HLA-B15:17 with pseudo-sequence HLA-B15:17. The binding affinity (normalized) is 0.0847. (5) The peptide sequence is TIDQTANVV. The MHC is HLA-A02:01 with pseudo-sequence HLA-A02:01. The binding affinity (normalized) is 0.417. (6) The peptide sequence is SIQKNTIFK. The MHC is HLA-A68:01 with pseudo-sequence HLA-A68:01. The binding affinity (normalized) is 0.530. (7) The peptide sequence is RQTALFLLK. The MHC is HLA-A31:01 with pseudo-sequence HLA-A31:01. The binding affinity (normalized) is 0.772. (8) The peptide sequence is QTVDFTDCR. The MHC is HLA-A11:01 with pseudo-sequence HLA-A11:01. The binding affinity (normalized) is 0.468. (9) The peptide sequence is FTFGDTALYV. The MHC is HLA-A02:01 with pseudo-sequence HLA-A02:01. The binding affinity (normalized) is 0.520. (10) The peptide sequence is TRVTAIEKYLK. The MHC is Mamu-B03 with pseudo-sequence Mamu-B03. The binding affinity (normalized) is 0.250.